Dataset: Peptide-MHC class I binding affinity with 185,985 pairs from IEDB/IMGT. Task: Regression. Given a peptide amino acid sequence and an MHC pseudo amino acid sequence, predict their binding affinity value. This is MHC class I binding data. The peptide sequence is MSLNFPIAK. The MHC is Mamu-B3901 with pseudo-sequence Mamu-B3901. The binding affinity (normalized) is 0.